This data is from Retrosynthesis with 50K atom-mapped reactions and 10 reaction types from USPTO. The task is: Predict the reactants needed to synthesize the given product. (1) Given the product CC(C)(C)OC(=O)N1CCN(c2ccnc3ccc(/C=C4\SC(Nc5c(Cl)cccc5Cl)=NC4=O)cc23)CC1, predict the reactants needed to synthesize it. The reactants are: CC(C)(C)OC(=O)N1CCN(c2ccnc3ccc(C=O)cc23)CC1.O=C1CSC(Nc2c(Cl)cccc2Cl)=N1. (2) Given the product CCOC(=O)COc1cccc2c1N(C)C(=O)CO2, predict the reactants needed to synthesize it. The reactants are: CCOC(=O)COc1cccc2c1NC(=O)CO2.CI. (3) Given the product CC1COC2(CCN(c3ccc(F)cc3C#N)CC2)O1, predict the reactants needed to synthesize it. The reactants are: CC1COC2(CCNCC2)O1.N#Cc1cc(F)ccc1F. (4) Given the product C[C@]12C[C@H](O)[C@H]3[C@@H](CCC4=Cc5c(cnn5-c5cc(F)cc(F)c5)C[C@@]43C)[C@@H]1CC[C@@]21OCOC12COCO2, predict the reactants needed to synthesize it. The reactants are: C[C@]12C[C@H](O)[C@H]3[C@@H](CCC4=CC(=O)C(C=O)C[C@@]43C)[C@@H]1CC[C@@]21OCOC12COCO2.NNc1cc(F)cc(F)c1. (5) Given the product CN1CCC(c2cccc(S(=O)(=O)C(F)(F)F)c2F)CC1, predict the reactants needed to synthesize it. The reactants are: CI.O=S(=O)(c1cccc(C2CCNCC2)c1F)C(F)(F)F.